This data is from Full USPTO retrosynthesis dataset with 1.9M reactions from patents (1976-2016). The task is: Predict the reactants needed to synthesize the given product. (1) Given the product [CH:1]1([CH:5]2[C:14]3[C:9](=[CH:10][CH:11]=[CH:12][CH:13]=3)[N:8]([CH2:15][CH2:16][NH2:18])[CH2:7][CH2:6]2)[CH2:2][CH2:3][CH2:4]1, predict the reactants needed to synthesize it. The reactants are: [CH:1]1([CH:5]2[C:14]3[C:9](=[CH:10][CH:11]=[CH:12][CH:13]=3)[N:8]([CH2:15][C:16]([NH2:18])=O)[CH2:7][CH2:6]2)[CH2:4][CH2:3][CH2:2]1.B.C1COCC1.CO. (2) Given the product [Cl:1][C:2]1[CH:10]=[C:9]([N:11]2[CH2:16][CH2:15][O:14][CH2:13][S:12]2(=[O:18])=[O:17])[CH:8]=[CH:7][C:3]=1[C:4]([NH:24][C:23]1[CH:25]=[CH:26][C:20]([Cl:19])=[C:21]([C:27]2[CH:36]=[CH:35][C:34]3[C:29](=[CH:30][CH:31]=[N:32][CH:33]=3)[N:28]=2)[CH:22]=1)=[O:6], predict the reactants needed to synthesize it. The reactants are: [Cl:1][C:2]1[CH:10]=[C:9]([N:11]2[CH2:16][CH2:15][O:14][CH2:13][S:12]2(=[O:18])=[O:17])[CH:8]=[CH:7][C:3]=1[C:4]([OH:6])=O.[Cl:19][C:20]1[CH:26]=[CH:25][C:23]([NH2:24])=[CH:22][C:21]=1[C:27]1[CH:36]=[CH:35][C:34]2[C:29](=[CH:30][CH:31]=[N:32][CH:33]=2)[N:28]=1.CN(C(ON1N=NC2C=CC=NC1=2)=[N+](C)C)C.F[P-](F)(F)(F)(F)F.CCN(C(C)C)C(C)C.